This data is from Forward reaction prediction with 1.9M reactions from USPTO patents (1976-2016). The task is: Predict the product of the given reaction. (1) Given the reactants Cl[C:2]1[C:11]2[C:6](=[CH:7][CH:8]=[C:9]([Cl:12])[N:10]=2)[N:5]=[CH:4][C:3]=1[C:13](=[O:16])[CH2:14][CH3:15].[CH3:17][N:18]([CH2:20][C@H:21]1[CH2:26][CH2:25][C@H:24]([NH2:27])[CH2:23][CH2:22]1)[CH3:19], predict the reaction product. The product is: [Cl:12][C:9]1[N:10]=[C:11]2[C:6](=[CH:7][CH:8]=1)[N:5]=[CH:4][C:3]([C:13](=[O:16])[CH2:14][CH3:15])=[C:2]2[NH:27][CH:24]1[CH2:25][CH2:26][CH:21]([CH2:20][N:18]([CH3:19])[CH3:17])[CH2:22][CH2:23]1. (2) Given the reactants [C:1]1([C:7]([C:10]2[CH:15]=[CH:14][CH:13]=[CH:12][CH:11]=2)=[N+]=[N-])[CH:6]=[CH:5][CH:4]=[CH:3][CH:2]=1.[CH3:16][C:17]([O:19][CH2:20][C:21]1[CH2:30][S:29][C@@H:24]2[C@H:25]([NH2:28])[C:26](=[O:27])[N:23]2[C:22]=1[C:31]([OH:33])=[O:32])=[O:18].[C:34]1([CH3:44])[CH:39]=[CH:38][C:37]([S:40]([OH:43])(=[O:42])=[O:41])=[CH:36][CH:35]=1, predict the reaction product. The product is: [C:34]1([CH3:44])[CH:35]=[CH:36][C:37]([S:40]([OH:43])(=[O:41])=[O:42])=[CH:38][CH:39]=1.[CH:7]([O:33][C:31]([C:22]1[N:23]2[C@H:24]([S:29][CH2:30][C:21]=1[CH2:20][O:19][C:17](=[O:18])[CH3:16])[C@H:25]([NH2:28])[C:26]2=[O:27])=[O:32])([C:10]1[CH:15]=[CH:14][CH:13]=[CH:12][CH:11]=1)[C:1]1[CH:6]=[CH:5][CH:4]=[CH:3][CH:2]=1. (3) Given the reactants BrC1C(OC)=C(C=CC=1CSC1C=CC=CC=1C)C(OCC)=O.[Br:24][C:25]1[C:26]([O:37][CH3:38])=[C:27]([C:32]([CH2:35]Br)=[CH:33][CH:34]=1)[C:28]([O:30][CH3:31])=[O:29].[Br:39][C:40]1[CH:45]=[C:44]([F:46])[CH:43]=[CH:42][C:41]=1[SH:47], predict the reaction product. The product is: [Br:24][C:25]1[C:26]([O:37][CH3:38])=[C:27]([C:32]([CH2:35][S:47][C:41]2[CH:42]=[CH:43][C:44]([F:46])=[CH:45][C:40]=2[Br:39])=[CH:33][CH:34]=1)[C:28]([O:30][CH3:31])=[O:29]. (4) The product is: [CH3:27][N:28]([CH3:32])[CH2:29][CH2:30][NH:31][C:23]([C:4]1[CH:3]=[C:2]([NH:5][CH2:6][CH2:11][N:12]([CH3:17])[CH3:13])[C:7]2[N:8]=[C:9]([N:18]3[CH:22]=[CH:21][N:20]=[CH:19]3)[N:10]=[C:11]([N:12]3[CH2:13][CH2:14][O:15][CH2:16][CH2:17]3)[C:6]=2[N:5]=1)=[O:25]. Given the reactants Cl[C:2]1[C:7]2[N:8]=[C:9]([N:18]3[CH:22]=[CH:21][N:20]=[CH:19]3)[N:10]=[C:11]([N:12]3[CH2:17][CH2:16][O:15][CH2:14][CH2:13]3)[C:6]=2[N:5]=[C:4]([C:23]([O:25]C)=O)[CH:3]=1.[CH3:27][N:28]([CH3:32])[CH2:29][CH2:30][NH2:31], predict the reaction product. (5) Given the reactants [Cl:1][C:2]1[CH:7]=[CH:6][C:5]([C:8]2([CH:14](C#N)[C:15]([O:17]CC)=[O:16])[CH2:13][CH2:12][O:11][CH2:10][CH2:9]2)=[CH:4][CH:3]=1.[OH-].[K+], predict the reaction product. The product is: [Cl:1][C:2]1[CH:7]=[CH:6][C:5]([C:8]2([CH2:14][C:15]([OH:17])=[O:16])[CH2:9][CH2:10][O:11][CH2:12][CH2:13]2)=[CH:4][CH:3]=1. (6) Given the reactants [CH3:1][C:2]1[CH:3]=[C:4]([CH3:19])[N:5]=[C:6]([NH:8][S:9]([C:12]2[CH:13]=[CH:14][C:15]([NH2:18])=[CH:16][CH:17]=2)(=[O:11])=[O:10])[N:7]=1.[Ag:20].CC1C=CN=C(NS(C2C=CC(N)=CC=2)(=O)=O)N=1, predict the reaction product. The product is: [CH3:19][C:4]1[N:5]=[C:6]([NH:8][S:9]([C:12]2[CH:13]=[CH:14][C:15]([NH2:18])=[CH:16][CH:17]=2)(=[O:11])=[O:10])[N:7]=[C:2]([CH3:1])[CH:3]=1.[Ag+:20].